From a dataset of Reaction yield outcomes from USPTO patents with 853,638 reactions. Predict the reaction yield, written as a fraction of the theoretical maximum amount of product (1.0 means a 100% yield; for example, 0.34 means a 34% yield). (1) The reactants are [N:1]1[CH:6]=[CH:5][CH:4]=[CH:3][C:2]=1[N:7]1[CH2:12][CH2:11][NH:10][CH2:9][CH2:8]1.[C:13](N1C=CN=C1)([N:15]1[CH:19]=[CH:18][N:17]=[CH:16]1)=[S:14]. The catalyst is ClCCl. The product is [N:15]1([C:13]([N:10]2[CH2:9][CH2:8][N:7]([C:2]3[CH:3]=[CH:4][CH:5]=[CH:6][N:1]=3)[CH2:12][CH2:11]2)=[S:14])[CH:19]=[CH:18][N:17]=[CH:16]1. The yield is 0.830. (2) The reactants are [O:1]=[C:2]1[C:11]2[C:6](=[CH:7][CH:8]=[CH:9][CH:10]=2)[CH2:5][C:4](=[O:12])[N:3]1[CH2:13][C:14]([OH:16])=O.[Cl:17]C(Cl)OCC. The catalyst is C(Cl)(Cl)Cl. The product is [O:1]=[C:2]1[C:11]2[C:6](=[CH:7][CH:8]=[CH:9][CH:10]=2)[CH2:5][C:4](=[O:12])[N:3]1[CH2:13][C:14]([Cl:17])=[O:16]. The yield is 1.00. (3) The reactants are N12CCN(CC1)CC2.C([Li])CCC.[Cl:14][C:15]1[CH:16]=[N:17][CH:18]=[CH:19][CH:20]=1.[O:21]=[C:22]1[CH2:27][CH2:26][N:25]([C:28]([O:30][C:31]([CH3:34])([CH3:33])[CH3:32])=[O:29])[CH2:24][CH2:23]1. The catalyst is C(OCC)C. The product is [Cl:14][C:15]1[C:16]([C:22]2([OH:21])[CH2:23][CH2:24][N:25]([C:28]([O:30][C:31]([CH3:33])([CH3:32])[CH3:34])=[O:29])[CH2:26][CH2:27]2)=[N:17][CH:18]=[CH:19][CH:20]=1. The yield is 0.0900.